From a dataset of Reaction yield outcomes from USPTO patents with 853,638 reactions. Predict the reaction yield, written as a fraction of the theoretical maximum amount of product (1.0 means a 100% yield; for example, 0.34 means a 34% yield). (1) The reactants are [CH3:1][S:2]([N:5]1[CH2:10][CH2:9][CH:8]([NH:11][C:12]([C:14]2[C:18]([N+:19]([O-])=O)=[CH:17][NH:16][N:15]=2)=[O:13])[CH2:7][CH2:6]1)(=[O:4])=[O:3]. The catalyst is C(O)C.[Pd]. The product is [CH3:1][S:2]([N:5]1[CH2:10][CH2:9][CH:8]([NH:11][C:12]([C:14]2[C:18]([NH2:19])=[CH:17][NH:16][N:15]=2)=[O:13])[CH2:7][CH2:6]1)(=[O:4])=[O:3]. The yield is 0.980. (2) The reactants are [H-].[Na+].[CH2:3]([N:10]1[C@@H:15]2[C@@H:16]([C:18]([O:20][C:21]([CH3:24])([CH3:23])[CH3:22])=[O:19])[CH2:17][C@@:11]1([C:26]1[CH:31]=[CH:30][CH:29]=[CH:28][CH:27]=1)[C@H:12]([OH:25])[CH2:13][CH2:14]2)[C:4]1[CH:9]=[CH:8][CH:7]=[CH:6][CH:5]=1.[F:32][C:33]([F:47])([F:46])[C:34]1[CH:35]=[C:36]([CH:39]=[C:40]([C:42]([F:45])([F:44])[F:43])[CH:41]=1)[CH2:37]Br. The catalyst is CN(C)C=O. The product is [CH2:3]([N:10]1[C@@H:15]2[C@@H:16]([C:18]([O:20][C:21]([CH3:24])([CH3:23])[CH3:22])=[O:19])[CH2:17][C@@:11]1([C:26]1[CH:27]=[CH:28][CH:29]=[CH:30][CH:31]=1)[C@H:12]([O:25][CH2:37][C:36]1[CH:39]=[C:40]([C:42]([F:44])([F:45])[F:43])[CH:41]=[C:34]([C:33]([F:32])([F:46])[F:47])[CH:35]=1)[CH2:13][CH2:14]2)[C:4]1[CH:5]=[CH:6][CH:7]=[CH:8][CH:9]=1. The yield is 0.780. (3) The reactants are [Si]([O:8][CH2:9][CH2:10][C:11]1[S:15][C:14](CC#N)=[CH:13][CH:12]=1)(C(C)(C)C)(C)C.[OH-:19].[K+].[CH2:21]([OH:23])[CH3:22]. The catalyst is O. The product is [OH:23][CH2:21][CH2:22][C:14]1[S:15][C:11]([CH2:10][C:9]([OH:8])=[O:19])=[CH:12][CH:13]=1. The yield is 0.680. (4) The catalyst is C(OCC)(=O)C. The reactants are O.O.Cl[Sn]Cl.[N+:6]([C:9]1[CH:10]=[C:11]2[C:17]([C:18]([F:21])([F:20])[F:19])=[N:16][NH:15][C:12]2=[N:13][CH:14]=1)([O-])=O.C(=O)(O)[O-].[Na+]. The product is [F:21][C:18]([F:19])([F:20])[C:17]1[C:11]2[C:12](=[N:13][CH:14]=[C:9]([NH2:6])[CH:10]=2)[NH:15][N:16]=1. The yield is 0.990. (5) The reactants are [CH2:1]=O.N[C@@H:4]1[CH2:13][C:12]2[C:7](=[C:8]([S:16]([NH:19][C:20]3[CH:25]=[C:24]([Cl:26])[CH:23]=[CH:22][C:21]=3[O:27][CH3:28])(=[O:18])=[O:17])[CH:9]=[CH:10][C:11]=2[O:14][CH3:15])[O:6][CH2:5]1.[C:29]([BH3-])#[N:30].[Na+]. The catalyst is CO.C(O)(=O)C. The product is [Cl:26][C:24]1[CH:23]=[CH:22][C:21]([O:27][CH3:28])=[C:20]([NH:19][S:16]([C:8]2[CH:9]=[CH:10][C:11]([O:14][CH3:15])=[C:12]3[C:7]=2[O:6][CH2:5][C@H:4]([N:30]([CH3:29])[CH3:1])[CH2:13]3)(=[O:18])=[O:17])[CH:25]=1. The yield is 0.690. (6) The reactants are [CH3:1][O:2][C:3]([C:5]1([C:8]2[CH:13]=[CH:12][C:11]([OH:14])=[C:10]([N+:15]([O-])=O)[CH:9]=2)[CH2:7][CH2:6]1)=[O:4]. The catalyst is CO.[Ni]. The product is [CH3:1][O:2][C:3]([C:5]1([C:8]2[CH:13]=[CH:12][C:11]([OH:14])=[C:10]([NH2:15])[CH:9]=2)[CH2:7][CH2:6]1)=[O:4]. The yield is 0.740. (7) The reactants are Br[C:2]1[CH:3]=[C:4]2[C:8](=[CH:9][CH:10]=1)[NH:7][CH:6]=[C:5]2[C:11]#[N:12].[CH2:13]([O:15][C:16](=[O:36])[CH:17]=[C:18](C1C=CC=C2C=1C(C#N)=CN2)[C:19]1[CH:24]=[CH:23][CH:22]=[CH:21][CH:20]=1)[CH3:14]. No catalyst specified. The product is [CH2:13]([O:15][C:16](=[O:36])[CH:17]=[C:18]([C:2]1[CH:3]=[C:4]2[C:8](=[CH:9][CH:10]=1)[NH:7][CH:6]=[C:5]2[C:11]#[N:12])[C:19]1[CH:24]=[CH:23][CH:22]=[CH:21][CH:20]=1)[CH3:14]. The yield is 0.850. (8) The reactants are C([NH:8][CH2:9][C:10]1[CH:20]=[CH:19][C:13]([CH:14]=[CH:15][C:16]([OH:18])=[O:17])=C[CH:11]=1)(OC(C)(C)C)=O.S(Cl)([Cl:23])=O.[CH3:25]O. No catalyst specified. The product is [ClH:23].[NH2:8][CH2:9][CH:10]([CH3:11])[CH2:20][CH2:19][CH2:13]/[CH:14]=[CH:15]/[C:16]([O:18][CH3:25])=[O:17]. The yield is 0.860. (9) The reactants are [I:1][C:2]1[N:3]=[C:4]([C@@H:8]2[CH2:13][C@@H:12]3[C@@H:10]([CH2:11]3)[N:9]2[C:14]([O:16][C:17]([CH3:20])([CH3:19])[CH3:18])=[O:15])[NH:5][C:6]=1I.S([O-])([O-])=O.[Na+].[Na+]. The catalyst is CCO.O. The product is [I:1][C:2]1[N:3]=[C:4]([C@@H:8]2[CH2:13][C@@H:12]3[C@@H:10]([CH2:11]3)[N:9]2[C:14]([O:16][C:17]([CH3:20])([CH3:19])[CH3:18])=[O:15])[NH:5][CH:6]=1.[NH:3]1[CH:2]=[CH:6][N:5]=[C:4]1[C@@H:8]1[CH2:13][C@@H:12]2[C@@H:10]([CH2:11]2)[N:9]1[C:14]([O:16][C:17]([CH3:20])([CH3:19])[CH3:18])=[O:15]. The yield is 0.620. (10) The reactants are Cl.[C:2]1([C@@H:8]2[CH2:10][C@H:9]2[NH2:11])[CH:7]=[CH:6][CH:5]=[CH:4][CH:3]=1.[F:12][C:13]1[CH:20]=[CH:19][C:16]([CH:17]=O)=[CH:15][CH:14]=1.[BH-](OC(C)=O)(OC(C)=O)OC(C)=O.[Na+]. The catalyst is C(Cl)Cl.O. The product is [F:12][C:13]1[CH:20]=[CH:19][C:16]([CH2:17][NH:11][C@@H:9]2[CH2:10][C@H:8]2[C:2]2[CH:7]=[CH:6][CH:5]=[CH:4][CH:3]=2)=[CH:15][CH:14]=1. The yield is 0.490.